From a dataset of Full USPTO retrosynthesis dataset with 1.9M reactions from patents (1976-2016). Predict the reactants needed to synthesize the given product. (1) Given the product [CH:16]([C:6]1[N:5]=[CH:4][N:3]=[C:2]([NH2:1])[CH:7]=1)=[CH2:17], predict the reactants needed to synthesize it. The reactants are: [NH2:1][C:2]1[CH:7]=[C:6](Cl)[N:5]=[CH:4][N:3]=1.C(=O)([O-])[O-].[Na+].[Na+].O1CCO[CH2:17][CH2:16]1. (2) Given the product [C:28]([O-:30])(=[O:29])[CH3:27].[CH3:7][CH2:8][CH2:3][CH2:4][CH2:5][CH3:6].[CH3:1][O:2][C:3]1[CH:8]=[CH:7][CH:6]=[CH:5][C:4]=1[S:9]([N:12]([CH3:31])[C:13]1[CH:14]=[CH:15][CH:16]=[C:17]2[C:21]=1[NH:20][C:19]([C:22]1[S:23][CH:24]([CH2:27][C:34]([NH2:33])=[O:35])[CH2:25][N:26]=1)=[CH:18]2)(=[O:10])=[O:11], predict the reactants needed to synthesize it. The reactants are: [CH3:1][O:2][C:3]1[CH:8]=[CH:7][CH:6]=[CH:5][C:4]=1[S:9]([N:12]([CH3:31])[C:13]1[CH:14]=[CH:15][CH:16]=[C:17]2[C:21]=1[NH:20][C:19]([C:22]1[S:23][CH:24]([CH2:27][C:28]([OH:30])=[O:29])[CH2:25][N:26]=1)=[CH:18]2)(=[O:11])=[O:10].C[N:33](C)[CH:34]=[O:35].Cl.CN(C)CCCN=C=NCC.